From a dataset of Forward reaction prediction with 1.9M reactions from USPTO patents (1976-2016). Predict the product of the given reaction. (1) Given the reactants [F:1][C:2]1([F:52])[CH2:7][C@@H:6]([O:8][C:9]2[C:14]([CH3:15])=[CH:13][C:12]([S:16]([N:19](CC3C=CC(OC)=CC=3OC)[C:20]3[CH:25]=[CH:24][N:23]=[CH:22][N:21]=3)(=[O:18])=[O:17])=[C:11]([F:37])[CH:10]=2)[C@H:5]([C:38]2[CH:39]=[N:40][N:41](CC3C=CC(OC)=CC=3)[CH:42]=2)[CH2:4][CH2:3]1.C([SiH](CC)CC)C.FC(F)(F)C(O)=O, predict the reaction product. The product is: [F:52][C:2]1([F:1])[CH2:7][C@@H:6]([O:8][C:9]2[C:14]([CH3:15])=[CH:13][C:12]([S:16]([NH:19][C:20]3[CH:25]=[CH:24][N:23]=[CH:22][N:21]=3)(=[O:17])=[O:18])=[C:11]([F:37])[CH:10]=2)[C@H:5]([C:38]2[CH:42]=[N:41][NH:40][CH:39]=2)[CH2:4][CH2:3]1. (2) The product is: [F:18][C:17]1[CH:16]=[C:15]2[O:19][C:20]3[C:25]([C:26]4([CH2:30][O:29][C:28]([NH2:31])=[N:27]4)[C:14]2=[CH:13][C:12]=1[C:7]1[C:2]([F:1])=[N:3][CH:4]=[CH:5][CH:6]=1)=[CH:24][C:23]([C:32]#[C:33][C:34]1([CH3:38])[CH2:37][O:36][CH2:35]1)=[CH:22][N:21]=3. Given the reactants [F:1][C:2]1[C:7](B(O)O)=[CH:6][CH:5]=[CH:4][N:3]=1.Br[C:12]1[CH:13]=[C:14]2[C:26]3([CH2:30][O:29][C:28]([NH2:31])=[N:27]3)[C:25]3[C:20](=[N:21][CH:22]=[C:23]([C:32]#[C:33][C:34]4([CH3:38])[CH2:37][O:36][CH2:35]4)[CH:24]=3)[O:19][C:15]2=[CH:16][C:17]=1[F:18].C(=O)([O-])[O-].[K+].[K+].O, predict the reaction product.